Dataset: Full USPTO retrosynthesis dataset with 1.9M reactions from patents (1976-2016). Task: Predict the reactants needed to synthesize the given product. (1) Given the product [CH2:33]([O:35][C:36]1[C:45]([O:46][CH3:47])=[CH:44][C:43]2[C:42]([C:48]3[CH:49]=[CH:50][C:51]([C:52]([N:29]4[CH2:28][CH2:27][CH:26]([N:12]5[C:13](=[O:25])[C:14]6[S:18][C:17]([C:19]7[CH:24]=[CH:23][CH:22]=[CH:21][CH:20]=7)=[CH:16][C:15]=6[N:10]([CH2:9][C:7]6[S:8][C:4]([CH2:2][CH3:3])=[CH:5][CH:6]=6)[C:11]5=[O:32])[CH2:31][CH2:30]4)=[O:53])=[CH:55][CH:56]=3)=[N:41][C@@H:40]3[CH2:57][CH2:58][S:59][CH2:60][C@@H:39]3[C:38]=2[CH:37]=1)[CH3:34], predict the reactants needed to synthesize it. The reactants are: Cl.[CH2:2]([C:4]1[S:8][C:7]([CH2:9][N:10]2[C:15]3[CH:16]=[C:17]([C:19]4[CH:24]=[CH:23][CH:22]=[CH:21][CH:20]=4)[S:18][C:14]=3[C:13](=[O:25])[N:12]([CH:26]3[CH2:31][CH2:30][NH:29][CH2:28][CH2:27]3)[C:11]2=[O:32])=[CH:6][CH:5]=1)[CH3:3].[CH2:33]([O:35][C:36]1[C:45]([O:46][CH3:47])=[CH:44][C:43]2[C:42]([C:48]3[CH:56]=[CH:55][C:51]([C:52](O)=[O:53])=[CH:50][CH:49]=3)=[N:41][C@@H:40]3[CH2:57][CH2:58][S:59][CH2:60][C@@H:39]3[C:38]=2[CH:37]=1)[CH3:34].CN(C(ON1N=NC2C=CC=CC1=2)=[N+](C)C)C.F[P-](F)(F)(F)(F)F.CCN(C(C)C)C(C)C.C(=O)(O)[O-].[Na+]. (2) Given the product [NH2:28][C:24]1[C:23]([N+:29]([O-:31])=[O:30])=[C:22]([O:14][C:11]2[C:10]3[N:9]=[CH:8][CH:7]=[CH:6][C:5]=3[C:4]([NH2:3])=[CH:13][CH:12]=2)[CH:27]=[CH:26][N:25]=1, predict the reactants needed to synthesize it. The reactants are: Cl.Cl.[NH2:3][C:4]1[CH:13]=[CH:12][C:11]([OH:14])=[C:10]2[C:5]=1[CH:6]=[CH:7][CH:8]=[N:9]2.C([O-])([O-])=O.[K+].[K+].Cl[C:22]1[CH:27]=[CH:26][N:25]=[C:24]([NH2:28])[C:23]=1[N+:29]([O-:31])=[O:30].